The task is: Predict the reaction yield, written as a fraction of the theoretical maximum amount of product (1.0 means a 100% yield; for example, 0.34 means a 34% yield).. This data is from Reaction yield outcomes from USPTO patents with 853,638 reactions. (1) The reactants are O=[C:2]1[CH2:6][CH2:5][N:4]([C:7]([O:9][C:10]([CH3:13])([CH3:12])[CH3:11])=[O:8])[CH2:3]1.[CH3:14][NH:15][CH3:16].C(O)(=O)C. The catalyst is C(O)C.[Pd]. The product is [CH3:14][N:15]([CH3:16])[CH:2]1[CH2:6][CH2:5][N:4]([C:7]([O:9][C:10]([CH3:13])([CH3:12])[CH3:11])=[O:8])[CH2:3]1. The yield is 0.812. (2) The reactants are [CH:1]1([N:5]2[CH2:10][CH2:9][CH:8]([OH:11])[CH2:7][CH2:6]2)[CH2:4][CH2:3][CH2:2]1.[CH3:12][S:13](Cl)(=[O:15])=[O:14].CCN(CC)CC.C([O-])(O)=O.[Na+]. The catalyst is C(Cl)Cl. The product is [CH3:12][S:13]([O:11][CH:8]1[CH2:7][CH2:6][N:5]([CH:1]2[CH2:4][CH2:3][CH2:2]2)[CH2:10][CH2:9]1)(=[O:15])=[O:14]. The yield is 0.530. (3) The reactants are [F:1][C:2]([F:17])([F:16])[O:3][C:4]1[CH:15]=[CH:14][C:7]([CH2:8][CH:9]([C:12]#[N:13])[C:10]#[N:11])=[CH:6][CH:5]=1.[H-].[Na+].I[CH2:21][CH2:22][C:23]([F:29])([F:28])[C:24]([F:27])([F:26])[F:25]. The catalyst is CN(C)C=O. The product is [F:28][C:23]([F:29])([C:24]([F:27])([F:26])[F:25])[CH2:22][CH2:21][C:9]([CH2:8][C:7]1[CH:6]=[CH:5][C:4]([O:3][C:2]([F:16])([F:17])[F:1])=[CH:15][CH:14]=1)([C:12]#[N:13])[C:10]#[N:11]. The yield is 0.280. (4) The reactants are [CH2:1]([O:8][C:9]1[CH:14]=[CH:13][NH:12][C:11](=[O:15])[CH:10]=1)[C:2]1[CH:7]=[CH:6][CH:5]=[CH:4][CH:3]=1.Br[C:17]1[CH:25]=[C:24]2[C:20]([C:21]3[CH2:30][CH2:29][N:28]([C:31]([O:33][C:34]([CH3:37])([CH3:36])[CH3:35])=[O:32])[CH2:27][C:22]=3[N:23]2[CH3:26])=[CH:19][CH:18]=1. No catalyst specified. The product is [CH2:1]([O:8][C:9]1[CH:14]=[CH:13][N:12]([C:17]2[CH:25]=[C:24]3[C:20]([C:21]4[CH2:30][CH2:29][N:28]([C:31]([O:33][C:34]([CH3:37])([CH3:36])[CH3:35])=[O:32])[CH2:27][C:22]=4[N:23]3[CH3:26])=[CH:19][CH:18]=2)[C:11](=[O:15])[CH:10]=1)[C:2]1[CH:3]=[CH:4][CH:5]=[CH:6][CH:7]=1. The yield is 0.620. (5) The reactants are [CH3:1][N:2]1[C:6]2[CH2:7][NH:8][C@H:9]([C:11]([O:13][CH3:14])=[O:12])[CH2:10][C:5]=2[N:4]=[CH:3]1.C(N(CC)CC)C.[Se](=O)=O. The catalyst is C(Cl)(Cl)(Cl)Cl.C[Si](OP(=O)=O)(C)C. The product is [CH3:1][N:2]1[C:6]2[CH:7]=[N:8][C:9]([C:11]([O:13][CH3:14])=[O:12])=[CH:10][C:5]=2[N:4]=[CH:3]1. The yield is 0.610. (6) The reactants are [OH:1][CH2:2][C@:3]([C:6]1[CH:25]=[CH:24][C:9]([C:10]([NH:12][C:13]2[N:18]=[CH:17][C:16]3[CH:19]=[CH:20][N:21]([CH2:22][CH3:23])[C:15]=3[CH:14]=2)=[O:11])=[CH:8][CH:7]=1)([OH:5])[CH3:4].[Cl:26]N1C(=O)CCC1=O. The catalyst is CN(C=O)C. The product is [Cl:26][C:19]1[C:16]2[CH:17]=[N:18][C:13]([NH:12][C:10](=[O:11])[C:9]3[CH:24]=[CH:25][C:6]([C@@:3]([OH:5])([CH3:4])[CH2:2][OH:1])=[CH:7][CH:8]=3)=[CH:14][C:15]=2[N:21]([CH2:22][CH3:23])[CH:20]=1. The yield is 0.220.